Dataset: CYP2D6 inhibition data for predicting drug metabolism from PubChem BioAssay. Task: Regression/Classification. Given a drug SMILES string, predict its absorption, distribution, metabolism, or excretion properties. Task type varies by dataset: regression for continuous measurements (e.g., permeability, clearance, half-life) or binary classification for categorical outcomes (e.g., BBB penetration, CYP inhibition). Dataset: cyp2d6_veith. (1) The molecule is CCOC(=O)[C@H](N)/C=C(\C)CP(=O)(O)O. The result is 1 (inhibitor). (2) The molecule is CO[C@@H]1[C@H](OC(C)=O)CC(=O)O[C@H](C)C/C=C\C=C/[C@H](O)[C@H](C)C[C@H](CC=O)[C@H]1O[C@H]1O[C@@H](C)[C@@H](O[C@@H]2C[C@](C)(O)[C@H](OC(=O)CC(C)C)[C@H](C)O2)[C@@H](N(C)C)[C@@H]1O. The result is 0 (non-inhibitor). (3) The compound is Cn1c(=O)c(-c2ccccc2)nc2cnc(N3CCOCC3)nc21. The result is 0 (non-inhibitor). (4) The molecule is CN1C(=O)COc2c(C(=O)N[C@@H]3CN4CCC3CC4)cc(Cl)cc21. The result is 0 (non-inhibitor). (5) The compound is CC(=O)CSc1nnc(Cc2ccc([N+](=O)[O-])cc2)o1. The result is 0 (non-inhibitor). (6) The compound is COCCNc1ncnc2ccc(-c3ccccc3C)cc12. The result is 1 (inhibitor). (7) The molecule is Cc1ccc(/C=N\NC(=O)C2COc3cc4ccccc4cc3O2)o1. The result is 0 (non-inhibitor).